From a dataset of Reaction yield outcomes from USPTO patents with 853,638 reactions. Predict the reaction yield, written as a fraction of the theoretical maximum amount of product (1.0 means a 100% yield; for example, 0.34 means a 34% yield). The reactants are [N+:1]([C:4]1[CH:9]=[CH:8][C:7](Br)=[CH:6][N:5]=1)([O-:3])=[O:2].[NH:11]1[CH2:16][CH2:15][NH:14][CH2:13][CH2:12]1. The catalyst is C(#N)C. The product is [N+:1]([C:4]1[N:5]=[CH:6][C:7]([N:11]2[CH2:16][CH2:15][NH:14][CH2:13][CH2:12]2)=[CH:8][CH:9]=1)([O-:3])=[O:2]. The yield is 0.410.